This data is from Experimentally validated miRNA-target interactions with 360,000+ pairs, plus equal number of negative samples. The task is: Binary Classification. Given a miRNA mature sequence and a target amino acid sequence, predict their likelihood of interaction. (1) Result: 1 (interaction). The protein sequence of the target gene is MDLGPLNICEEMTILHGGFLLAEQLFHPKALAELTKSDWERVGRPIVEALREISSAAAHSQPFAWKKKALIIIWAKVLQPHPVTPSDTETRWQEDLFFSVGNMIPTINHTILFELLKSLEASGLFIQLLMALPTTICHAELERFLEHVTVDTSAEDVAFFLDVWWEVMKHKGHPQDPLLSQFSAMAHKYLPALDEFPHPPKRLRSDPDACPTMPLLAMLLRGLTQIQSRILGPGRKCCALANLADMLTVFALTEDDPQEVSATVYLDKLATVISVWNSDTQNPYHQQALAEKVKEAERDV.... The miRNA is hsa-miR-3664-3p with sequence UCUCAGGAGUAAAGACAGAGUU. (2) The miRNA is hsa-miR-3160-5p with sequence GGCUUUCUAGUCUCAGCUCUCC. The protein sequence of the target gene is MLYSPGPSLPESAESLDGSQEDKPRGSCAEPTFTDTGMVAHINNSRLKAKGVGQHDNAQNFGNQSFEELRAACLRKGELFEDPLFPAEPSSLGFKDLGPNSKNVQNISWQRPKDIINNPLFIMDGISPTDICQGILGDCWLLAAIGSLTTCPKLLYRVVPRGQSFKKNYAGIFHFQIWQFGQWVNVVVDDRLPTKNDKLVFVHSTERSEFWSALLEKAYAKLSGSYEALSGGSTMEGLEDFTGGVAQSFQLQRPPQNLLRLLRKAVERSSLMGCSIEVTSDSELESMTDKMLVRGHAYSV.... Result: 0 (no interaction). (3) The miRNA is hsa-miR-3129-5p with sequence GCAGUAGUGUAGAGAUUGGUUU. The protein sequence of the target gene is MGDKIWLPFPVLLLAALPPVLLPGAAGFTPSLDSDFTFTLPAGQKECFYQPMPLKASLEIEYQVLDGAGLDIDFHLASPEGKTLVFEQRKSDGVHTVETEVGDYMFCFDNTFSTISEKVIFFELILDNMGEQAQEQEDWKKYITGTDILDMKLEDILESINSIKSRLSKSGHIQTLLRAFEARDRNIQESNFDRVNFWSMVNLVVMVVVSAIQVYMLKSLFEDKRKSRT. Result: 1 (interaction). (4) The miRNA is hsa-miR-1537-5p with sequence AGCUGUAAUUAGUCAGUUUUCU. The protein sequence of the target gene is MAQEVDTAQGAEMRRGAGAARGRASWCWALALLWLAVVPGWSRVSGIPSRRHWPVPYKRFDFRPKPDPYCQAKYTFCPTGSPIPVMEGDDDIEVFRLQAPVWEFKYGDLLGHLKIMHDAIGFRSTLTGKNYTMEWYELFQLGNCTFPHLRPEMDAPFWCNQGAACFFEGIDDVHWKENGTLVQVATISGNMFNQMAKWVKQDNETGIYYETWNVKASPEKGAETWFDSYDCSKFVLRTFNKLAEFGAEFKNIETNYTRIFLYSGEPTYLGNETSVFGPTGNKTLGLAIKRFYYPFKPHLP.... Result: 0 (no interaction). (5) The miRNA is mmu-miR-203-3p with sequence GUGAAAUGUUUAGGACCACUAG. The protein sequence of the target gene is MTSLYGRHAEKTTDMPKPSAPKVHVQRSVSRDTIAIHFSASGEEEEEEEEEFREYFEEGLDDQSIVTGLEAKEDLYLEPQVGHDPAGPAASPVLADGLSVSQAPAILPVSKNTVKLLESPVPAAQVLSTVPLAVSPGSSSSGPLASSPSVSSLSEQKTSSSSPLSSPSKSPILSSSASTSTLSSAKPFMSLVKSLSTEVEPKESPHPARHRHLMKTLVKSLSTDTSRQESDTVSYKPPDSKLNLHLFKQFTQPRNTGGDSKTAPSSPLTSPSDTRSFFKVPEMEAKIEDTKRRLSEVIYE.... Result: 0 (no interaction). (6) The miRNA is hsa-miR-6731-5p with sequence UGGGAGAGCAGGGUAUUGUGGA. The protein sequence of the target gene is MALVFSALLLLGLCGKISSEGQPAFHNTPGAMNYELPTTKYETQDTFNAGIVGPLYKMVHIFLSVVQPNDFPLDLIKKLIQNKKFDISVDSKEPEIIVLALKIALYEIGVLICAILGLLFIILMPLVGCFFCMCRCCNKCGGEMHQRQKQNAPCRRKCLGLSLLVICLLMSLGIIYGFVANQQTRTRIKGTQKLAKSNFRDFQTLLTETPKQIDYVVEQYTNTKNKAFSDLDGIGSVLGGRIKDQLKPKVTPVLEEIKAMATAIKQTKDALQNMSSSLKSLQDAATQLNTNLSSVRNSIE.... Result: 0 (no interaction).